From a dataset of Forward reaction prediction with 1.9M reactions from USPTO patents (1976-2016). Predict the product of the given reaction. (1) Given the reactants [CH3:1][C:2]12[CH:10]([OH:11])[O:9][CH2:8][CH:7]1[CH:6]1[CH2:12][CH:3]2[CH2:4][CH2:5]1.[C:13](OC(=O)C)(=[O:15])[CH3:14], predict the reaction product. The product is: [C:13]([O:11][CH:10]1[O:9][CH2:8][CH:7]2[C:2]1([CH3:1])[CH:3]1[CH2:12][CH:6]2[CH2:5][CH2:4]1)(=[O:15])[CH3:14]. (2) Given the reactants C(OC([N:8]1[CH2:13][CH2:12][O:11][CH2:10][CH:9]1[CH2:14][CH2:15][C:16]([OH:18])=[O:17])=O)(C)(C)C.[ClH:19], predict the reaction product. The product is: [ClH:19].[NH:8]1[CH2:13][CH2:12][O:11][CH2:10][CH:9]1[CH2:14][CH2:15][C:16]([OH:18])=[O:17].